The task is: Regression. Given a peptide amino acid sequence and an MHC pseudo amino acid sequence, predict their binding affinity value. This is MHC class I binding data.. This data is from Peptide-MHC class I binding affinity with 185,985 pairs from IEDB/IMGT. (1) The peptide sequence is PMGVGLSPF. The MHC is Patr-A0401 with pseudo-sequence Patr-A0401. The binding affinity (normalized) is 0. (2) The binding affinity (normalized) is 0.350. The MHC is HLA-A02:19 with pseudo-sequence HLA-A02:19. The peptide sequence is STKNILVTV. (3) The peptide sequence is KPCIKVATV. The MHC is HLA-B07:02 with pseudo-sequence HLA-B07:02. The binding affinity (normalized) is 0.261. (4) The peptide sequence is MHGRQDLKI. The MHC is Mamu-B17 with pseudo-sequence Mamu-B17. The binding affinity (normalized) is 0.492.